Dataset: Forward reaction prediction with 1.9M reactions from USPTO patents (1976-2016). Task: Predict the product of the given reaction. (1) The product is: [CH2:30]([C:20]1([CH2:28][CH3:29])[CH2:19][C:18]([CH3:32])([CH3:33])[C:17]2[C:22](=[C:23]([CH:25]([CH3:27])[CH3:26])[CH:24]=[C:15]([C:14]#[C:13][C:10]3[CH:11]=[CH:12][C:7]([C:4]([CH3:6])([CH3:5])[C:3]([OH:34])=[O:2])=[CH:8][CH:9]=3)[CH:16]=2)[O:21]1)[CH3:31]. Given the reactants C[O:2][C:3](=[O:34])[C:4]([C:7]1[CH:12]=[CH:11][C:10]([C:13]#[C:14][C:15]2[CH:16]=[C:17]3[C:22](=[C:23]([CH:25]([CH3:27])[CH3:26])[CH:24]=2)[O:21][C:20]([CH2:30][CH3:31])([CH2:28][CH3:29])[CH2:19][C:18]3([CH3:33])[CH3:32])=[CH:9][CH:8]=1)([CH3:6])[CH3:5].[OH-].[K+].O, predict the reaction product. (2) Given the reactants [CH:1]1[N:5]2[C:6]3[C:11]([CH2:12][CH2:13][C:4]2=[C:3]([CH2:14][OH:15])[N:2]=1)=[CH:10][CH:9]=[CH:8][CH:7]=3, predict the reaction product. The product is: [CH:1]1[N:5]2[C:6]3[C:11]([CH2:12][CH2:13][C:4]2=[C:3]([CH:14]=[O:15])[N:2]=1)=[CH:10][CH:9]=[CH:8][CH:7]=3. (3) Given the reactants Cl.[NH2:2][CH:3]([C:5]1[CH:10]=[CH:9][C:8]([C:11]([CH3:15])([CH3:14])[C:12]#[N:13])=[C:7]([F:16])[CH:6]=1)[CH3:4].[C:17]([C:19]1[C:24]2[N:25]([CH2:28][C:29](O)=[O:30])[CH:26]=[N:27][C:23]=2[CH:22]=[CH:21][CH:20]=1)#[N:18].CN(C(ON1N=NC2C=CC=NC1=2)=[N+](C)C)C.F[P-](F)(F)(F)(F)F, predict the reaction product. The product is: [C:17]([C:19]1[C:24]2[N:25]([CH2:28][C:29]([NH:2][CH:3]([C:5]3[CH:10]=[CH:9][C:8]([C:11]([C:12]#[N:13])([CH3:15])[CH3:14])=[C:7]([F:16])[CH:6]=3)[CH3:4])=[O:30])[CH:26]=[N:27][C:23]=2[CH:22]=[CH:21][CH:20]=1)#[N:18].